Predict the reaction yield, written as a fraction of the theoretical maximum amount of product (1.0 means a 100% yield; for example, 0.34 means a 34% yield). From a dataset of Reaction yield outcomes from USPTO patents with 853,638 reactions. (1) The reactants are [C:1](Cl)(=O)C(Cl)=O.[Cl:7][C:8]1[CH:13]=[CH:12][N:11]=[C:10]([C:14]([OH:16])=[O:15])[CH:9]=1.CN(C)C=O. The catalyst is ClCCl. The product is [CH3:1][O:15][C:14]([C:10]1[CH:9]=[C:8]([Cl:7])[CH:13]=[CH:12][N:11]=1)=[O:16]. The yield is 0.920. (2) The reactants are [OH-].[Li+].[F:3][C:4]([F:32])([F:31])[C:5]1[N:6]=[CH:7][N:8]([C:10]2[CH:30]=[CH:29][C:13]([O:14][CH:15]([C:19]3[CH:28]=[CH:27][C:22]([C:23]([O:25]C)=[O:24])=[CH:21][CH:20]=3)[CH2:16][CH2:17][CH3:18])=[CH:12][CH:11]=2)[CH:9]=1.Cl. The catalyst is O1CCCC1. The product is [F:32][C:4]([F:3])([F:31])[C:5]1[N:6]=[CH:7][N:8]([C:10]2[CH:11]=[CH:12][C:13]([O:14][CH:15]([C:19]3[CH:28]=[CH:27][C:22]([C:23]([OH:25])=[O:24])=[CH:21][CH:20]=3)[CH2:16][CH2:17][CH3:18])=[CH:29][CH:30]=2)[CH:9]=1. The yield is 0.870. (3) The reactants are [C:1]([OH:9])(=[O:8])[C:2]1[CH:7]=[CH:6][CH:5]=[CH:4][CH:3]=1.Br[CH2:11][C:12]#[N:13]. The catalyst is CN(C)C=O. The product is [C:1]([O:9][CH2:11][C:12]#[N:13])(=[O:8])[C:2]1[CH:7]=[CH:6][CH:5]=[CH:4][CH:3]=1. The yield is 0.950.